From a dataset of Reaction yield outcomes from USPTO patents with 853,638 reactions. Predict the reaction yield, written as a fraction of the theoretical maximum amount of product (1.0 means a 100% yield; for example, 0.34 means a 34% yield). The product is [CH:39]([C:38]1[C:31]2[C:32](=[O:37])[C:33]([CH3:35])([CH3:36])[O:34][C:30]=2[C:29]([CH3:41])=[C:28]([CH3:42])[C:27]=1[N:26]1[CH2:14][CH2:13][N:4]([C:5]2[CH:6]=[CH:7][C:8]([O:11][CH3:12])=[CH:9][CH:10]=2)[CH2:3][CH2:2]1)=[CH2:40]. The catalyst is C(OCC)(=O)C.O. The yield is 0.0800. The reactants are Br[CH2:2][CH2:3][N:4]([CH2:13][CH2:14]Br)[C:5]1[CH:10]=[CH:9][C:8]([O:11][CH3:12])=[CH:7][CH:6]=1.C(=O)([O-])O.[Na+].CN(C=O)C.[NH2:26][C:27]1[C:28]([CH3:42])=[C:29]([CH3:41])[C:30]2[O:34][C:33]([CH3:36])([CH3:35])[C:32](=[O:37])[C:31]=2[C:38]=1[CH:39]=[CH2:40].